Dataset: Peptide-MHC class I binding affinity with 185,985 pairs from IEDB/IMGT. Task: Regression. Given a peptide amino acid sequence and an MHC pseudo amino acid sequence, predict their binding affinity value. This is MHC class I binding data. The peptide sequence is NSESGNSRY. The MHC is HLA-A02:11 with pseudo-sequence HLA-A02:11. The binding affinity (normalized) is 0.0847.